Dataset: Experimentally validated miRNA-target interactions with 360,000+ pairs, plus equal number of negative samples. Task: Binary Classification. Given a miRNA mature sequence and a target amino acid sequence, predict their likelihood of interaction. (1) The miRNA is hsa-miR-26a-1-3p with sequence CCUAUUCUUGGUUACUUGCACG. The protein sequence of the target gene is MGAEEEVQVTLAGGAPWGFRLQGGTEQRKPLQIRRRSQAGRAGLRERDQLLAINGVSCTNFSHASAMTLIDASGRQLVLTVRRVTDEGSVRSPSPGELQVLSPLSPLSPEPPGAPVSQALQPTSLRSPPDSEAYYGETDSDVDGPATQEKPRRTRRRGPARPSLPGAPPDEVYLSDSPAEPAPVKTGSPSQGDSRVSSPSWEEGAALQPPPAEALLLPHGPLRPGPHLIPMVGPVPHPVAEDLTTTYTQKAKQAKLQRAESLQEKSVKEARTKCRTIASLLTAAPNPHSKGVLMFKKRRQ.... Result: 0 (no interaction). (2) The miRNA is mmu-miR-96-5p with sequence UUUGGCACUAGCACAUUUUUGCU. The protein sequence of the target gene is MAQRTGLEDPERYLFVDRAVIYNPATQADWTAKKLVWIPSERHGFEAASIKEERGDEVMVELAENGKKAMVNKDDIQKMNPPKFSKVEDMAELTCLNEASVLHNLKDRYYSGLIYTYSGLFCVVINPYKNLPIYSENIIEMYRGKKRHEMPPHIYAISESAYRCMLQDREDQSILCTGESGAGKTENTKKVIQYLAHVASSHKGRKDHNIPGELERQLLQANPILESFGNAKTVKNDNSSRFGKFIRINFDVTGYIVGANIETYLLEKSRAVRQAKDERTFHIFYQLLSGAGEHLKSDLL.... Result: 0 (no interaction). (3) The miRNA is hsa-miR-3131 with sequence UCGAGGACUGGUGGAAGGGCCUU. The protein sequence of the target gene is MPGGLLLGDVAPNFEANTTVGRIRFHDFLGDSWGILFSHPRDFTPVCTTELGRAAKLAPEFAKRNVKLIALSIDSVEDHLAWSKDINAYNCEEPTEKLPFPIIDDRNRELAILLGMLDPAEKDEKGMPVTARVVFVFGPDKKLKLSILYPATTGRNFDEILRVVISLQLTAEKRVATPVDWKDGDSVMVLPTIPEEEAKKLFPKGVFTKELPSGKKYLRYTPQP. Result: 0 (no interaction).